Dataset: Peptide-MHC class I binding affinity with 185,985 pairs from IEDB/IMGT. Task: Regression. Given a peptide amino acid sequence and an MHC pseudo amino acid sequence, predict their binding affinity value. This is MHC class I binding data. (1) The peptide sequence is KASFIEVKTC. The MHC is HLA-B58:01 with pseudo-sequence HLA-B58:01. The binding affinity (normalized) is 0.509. (2) The peptide sequence is YPALMPLYA. The MHC is Patr-A0701 with pseudo-sequence Patr-A0701. The binding affinity (normalized) is 0.149.